From a dataset of Catalyst prediction with 721,799 reactions and 888 catalyst types from USPTO. Predict which catalyst facilitates the given reaction. (1) Reactant: [N+:1]([C:4]1[CH:5]=[C:6]([OH:10])[CH:7]=[CH:8][CH:9]=1)([O-:3])=[O:2].Br[CH2:12][CH2:13][CH2:14][NH:15][C:16](=[O:22])[O:17][C:18]([CH3:21])([CH3:20])[CH3:19].C([O-])([O-])=O.[K+].[K+]. Product: [N+:1]([C:4]1[CH:5]=[C:6]([CH:7]=[CH:8][CH:9]=1)[O:10][CH2:12][CH2:13][CH2:14][NH:15][C:16](=[O:22])[O:17][C:18]([CH3:21])([CH3:20])[CH3:19])([O-:3])=[O:2]. The catalyst class is: 21. (2) Reactant: [Br:1][C:2]1[CH:10]=[CH:9][C:5]([C:6](O)=[O:7])=[C:4]([Cl:11])[CH:3]=1.O.C(=O)([O-])O.[Na+]. Product: [Br:1][C:2]1[CH:10]=[CH:9][C:5]([CH2:6][OH:7])=[C:4]([Cl:11])[CH:3]=1. The catalyst class is: 7. (3) Reactant: C(O)(=O)C(O)=O.[CH2:7]1[CH:11]2[CH2:12][NH:13][CH2:14][CH:10]2[CH2:9][N:8]1[C:15]([O:17][C:18]([CH3:21])([CH3:20])[CH3:19])=[O:16].C1C=CC(P(C2C(C3C(P(C4C=CC=CC=4)C4C=CC=CC=4)=CC=C4C=3C=CC=C4)=C3C(C=CC=C3)=CC=2)C2C=CC=CC=2)=CC=1.CC(C)([O-])C.[Na+].Br[C:75]1[CH:80]=[C:79]([Cl:81])[CH:78]=[CH:77][C:76]=1[CH3:82]. Product: [Cl:81][C:79]1[CH:78]=[CH:77][C:76]([CH3:82])=[C:75]([N:13]2[CH2:12][CH:11]3[CH2:7][N:8]([C:15]([O:17][C:18]([CH3:21])([CH3:20])[CH3:19])=[O:16])[CH2:9][CH:10]3[CH2:14]2)[CH:80]=1. The catalyst class is: 487. (4) Reactant: Cl[C:2]1[C:11]2[C:6](=[CH:7][C:8]([O:14][CH2:15][CH2:16][CH2:17][Cl:18])=[C:9]([O:12][CH3:13])[CH:10]=2)[N:5]=[CH:4][N:3]=1.[Cl:19][C:20]1[CH:28]=[C:27]([C:29]#[C:30][CH2:31][CH2:32][O:33][CH3:34])[C:23]2[O:24][CH2:25][O:26][C:22]=2[C:21]=1[NH2:35].C[Si]([N-][Si](C)(C)C)(C)C.[Na+]. Product: [Cl:19][C:20]1[CH:28]=[C:27]([C:29]#[C:30][CH2:31][CH2:32][O:33][CH3:34])[C:23]2[O:24][CH2:25][O:26][C:22]=2[C:21]=1[NH:35][C:2]1[C:11]2[C:6](=[CH:7][C:8]([O:14][CH2:15][CH2:16][CH2:17][Cl:18])=[C:9]([O:12][CH3:13])[CH:10]=2)[N:5]=[CH:4][N:3]=1. The catalyst class is: 3. (5) Reactant: [F:1][C:2]1[CH:10]=[C:6]([C:7]([OH:9])=[O:8])[C:5]([NH2:11])=[CH:4][CH:3]=1.Cl[C:13](Cl)([O:15]C(=O)OC(Cl)(Cl)Cl)Cl. Product: [F:1][C:2]1[CH:10]=[C:6]2[C:7]([O:9][C:13](=[O:15])[NH:11][C:5]2=[CH:4][CH:3]=1)=[O:8]. The catalyst class is: 1. (6) Reactant: [Cl:1][C:2]1[CH:20]=[CH:19][C:5]([CH2:6][CH:7]2[CH2:15][C:14]3[C:9](=[CH:10][CH:11]=[C:12]([O:16][CH3:17])[CH:13]=3)[C:8]2=O)=[CH:4][CH:3]=1.[CH:21]([C:23]([CH3:25])=[O:24])=[CH2:22].C1CCN2C(=NCCC2)CC1.N1CCCC1.C(O)(=O)C. Product: [Cl:1][C:2]1[CH:3]=[CH:4][C:5]([CH2:6][C:7]23[CH2:22][CH2:21][C:23](=[O:24])[CH:25]=[C:8]2[C:9]2[C:14](=[CH:13][C:12]([O:16][CH3:17])=[CH:11][CH:10]=2)[CH2:15]3)=[CH:19][CH:20]=1. The catalyst class is: 7. (7) Reactant: C([Li])CCC.[S:6]1[CH:10]=[CH:9][N:8]=[CH:7]1.C[O:12][C:13](=O)[C:14]1[CH:19]=[CH:18][CH:17]=[CH:16][C:15]=1[N+:20]([O-:22])=[O:21].S1C=CN=N1.C(=O)([O-])[O-].[K+].[K+]. Product: [N+:20]([C:15]1[CH:16]=[CH:17][CH:18]=[CH:19][C:14]=1[C:13]([C:7]1[S:6][CH:10]=[CH:9][N:8]=1)=[O:12])([O-:22])=[O:21]. The catalyst class is: 56. (8) Reactant: [ClH:1].[CH3:2][C:3]1[CH:8]=[CH:7][C:6]([C:9]([N:11]2[CH2:16][CH2:15][O:14][CH2:13][CH2:12]2)=[O:10])=[CH:5][C:4]=1[C:17]1[CH:22]=[CH:21][C:20]([CH2:23][C@H:24]([NH:39][C:40]([C@H:42]2[CH2:47][CH2:46][C@H:45]([CH2:48][NH:49]C(=O)OC(C)(C)C)[CH2:44][CH2:43]2)=[O:41])[C:25](=[O:38])[NH:26][C:27]2[CH:32]=[CH:31][C:30]([C:33]3[N:34]=[N:35][NH:36][N:37]=3)=[CH:29][CH:28]=2)=[CH:19][CH:18]=1. Product: [ClH:1].[NH2:49][CH2:48][C@H:45]1[CH2:44][CH2:43][C@H:42]([C:40]([NH:39][C@@H:24]([CH2:23][C:20]2[CH:21]=[CH:22][C:17]([C:4]3[CH:5]=[C:6]([C:9]([N:11]4[CH2:12][CH2:13][O:14][CH2:15][CH2:16]4)=[O:10])[CH:7]=[CH:8][C:3]=3[CH3:2])=[CH:18][CH:19]=2)[C:25](=[O:38])[NH:26][C:27]2[CH:32]=[CH:31][C:30]([C:33]3[N:37]=[N:36][NH:35][N:34]=3)=[CH:29][CH:28]=2)=[O:41])[CH2:47][CH2:46]1. The catalyst class is: 12. (9) Reactant: O1CCC[O:3][CH:2]1[C:7]1[C:12]2[O:13][C:14](=[O:21])[C:15]3[CH2:16][NH:17][CH2:18][CH2:19][C:20]=3[C:11]=2[CH:10]=[CH:9][C:8]=1[OH:22].CCN(CC)CC.[CH2:30](Br)[C:31]1[CH:36]=[CH:35][CH:34]=[CH:33][CH:32]=1. Product: [CH2:30]([N:17]1[CH2:18][CH2:19][C:20]2[C:11]3[C:12]([O:13][C:14](=[O:21])[C:15]=2[CH2:16]1)=[C:7]([CH:2]=[O:3])[C:8]([OH:22])=[CH:9][CH:10]=3)[C:31]1[CH:36]=[CH:35][CH:34]=[CH:33][CH:32]=1. The catalyst class is: 3.